From a dataset of Full USPTO retrosynthesis dataset with 1.9M reactions from patents (1976-2016). Predict the reactants needed to synthesize the given product. (1) The reactants are: [NH:1]1[CH2:6][CH2:5][C:4]2([O:11][C:10]3[C:12]4[C:17]([C:18](=[O:21])[C:19](=[O:20])[C:9]=3[S:8][CH2:7]2)=[CH:16][CH:15]=[CH:14][CH:13]=4)[CH2:3][CH2:2]1.[Cl:22][C:23]1[CH:24]=[C:25]([CH:29]=[CH:30][CH:31]=1)[C:26](Cl)=[O:27]. Given the product [Cl:22][C:23]1[CH:24]=[C:25]([CH:29]=[CH:30][CH:31]=1)[C:26]([N:1]1[CH2:2][CH2:3][C:4]2([O:11][C:10]3[C:12]4[C:17]([C:18](=[O:21])[C:19](=[O:20])[C:9]=3[S:8][CH2:7]2)=[CH:16][CH:15]=[CH:14][CH:13]=4)[CH2:5][CH2:6]1)=[O:27], predict the reactants needed to synthesize it. (2) Given the product [C:1]([O:5][C:6](=[O:7])[N:8]([C:9]1[S:10][C@:11]2([C:25](=[O:27])[NH:39][CH3:36])[C@H:13]([C@:14]([C:17]3[CH:22]=[CH:21][CH:20]=[C:19]([F:23])[C:18]=3[F:24])([CH3:16])[N:15]=1)[CH2:12]2)[CH2:28][O:29][CH2:30][CH2:31][Si:32]([CH3:33])([CH3:34])[CH3:35])([CH3:4])([CH3:2])[CH3:3], predict the reactants needed to synthesize it. The reactants are: [C:1]([O:5][C:6]([N:8]([CH2:28][O:29][CH2:30][CH2:31][Si:32]([CH3:35])([CH3:34])[CH3:33])[C:9]1[S:10][C@:11]2([C:25]([OH:27])=O)[C@H:13]([C@:14]([C:17]3[CH:22]=[CH:21][CH:20]=[C:19]([F:23])[C:18]=3[F:24])([CH3:16])[N:15]=1)[CH2:12]2)=[O:7])([CH3:4])([CH3:3])[CH3:2].[CH:36]([N:39](CC)C(C)C)(C)C.CN(C(ON1N=NC2C=CC=NC1=2)=[N+](C)C)C.F[P-](F)(F)(F)(F)F.CN.